Dataset: Forward reaction prediction with 1.9M reactions from USPTO patents (1976-2016). Task: Predict the product of the given reaction. (1) Given the reactants Br[C:2]1[CH:3]=[C:4]([NH:10][C:11]2[CH:16]=[CH:15][C:14]([N:17]3[CH2:22][CH2:21][N:20]([CH:23]4[CH2:26][O:25][CH2:24]4)[CH2:19][C:18]3([CH3:28])[CH3:27])=[CH:13][N:12]=2)[C:5](=[O:9])[N:6]([CH3:8])[CH:7]=1.[C:29]([O:32][CH2:33][C:34]1[C:35]([N:49]2[CH2:61][CH2:60][N:52]3[C:53]4[CH2:54][CH2:55][CH2:56][CH2:57][C:58]=4[CH:59]=[C:51]3[C:50]2=[O:62])=[N:36][CH:37]=[CH:38][C:39]=1B1OC(C)(C)C(C)(C)O1)(=[O:31])[CH3:30].[O-]P([O-])([O-])=O.[K+].[K+].[K+].C([O-])(=O)C.[Na+], predict the reaction product. The product is: [C:29]([O:32][CH2:33][C:34]1[C:35]([N:49]2[CH2:61][CH2:60][N:52]3[C:53]4[CH2:54][CH2:55][CH2:56][CH2:57][C:58]=4[CH:59]=[C:51]3[C:50]2=[O:62])=[N:36][CH:37]=[CH:38][C:39]=1[C:2]1[CH:3]=[C:4]([NH:10][C:11]2[CH:16]=[CH:15][C:14]([N:17]3[CH2:22][CH2:21][N:20]([CH:23]4[CH2:24][O:25][CH2:26]4)[CH2:19][C:18]3([CH3:27])[CH3:28])=[CH:13][N:12]=2)[C:5](=[O:9])[N:6]([CH3:8])[CH:7]=1)(=[O:31])[CH3:30]. (2) Given the reactants [F:1][C:2]1[CH:7]=[C:6]([I:8])[CH:5]=[CH:4][C:3]=1[NH2:9].C[Si]([N-][Si](C)(C)C)(C)C.[Li+].F[C:21]1[CH:29]=[N:28][CH:27]=[CH:26][C:22]=1[C:23]([OH:25])=[O:24].[OH-].[Na+], predict the reaction product. The product is: [F:1][C:2]1[CH:7]=[C:6]([I:8])[CH:5]=[CH:4][C:3]=1[NH:9][C:21]1[CH:29]=[N:28][CH:27]=[CH:26][C:22]=1[C:23]([OH:25])=[O:24]. (3) Given the reactants [H-].[Na+].[CH3:3][CH2:4][C:5](O)([CH2:7][CH2:8][CH:9]=[C:10]([CH3:12])C)C.[CH3:14]I.Cl, predict the reaction product. The product is: [CH3:14][CH2:12][CH:10]=[CH:9][CH2:8][CH2:7][CH2:5][CH2:4][CH3:3]. (4) Given the reactants [CH3:1][C:2]([NH2:15])([CH3:14])[CH2:3][C:4]1[CH:9]=[CH:8][C:7]([C:10]([F:13])([F:12])[F:11])=[CH:6][CH:5]=1.ClC(Cl)(Cl)C1O[N:19]1[C:21]([O:23][C:24]([CH3:27])([CH3:26])[CH3:25])=[O:22], predict the reaction product. The product is: [CH3:14][C:2]([NH:15][NH:19][C:21]([O:23][C:24]([CH3:27])([CH3:26])[CH3:25])=[O:22])([CH3:1])[CH2:3][C:4]1[CH:5]=[CH:6][C:7]([C:10]([F:11])([F:12])[F:13])=[CH:8][CH:9]=1. (5) Given the reactants [CH3:1][C:2]1([CH3:18])[O:6][N:5]=[C:4]([S:7]([CH:10]([C:12]2[CH:17]=[CH:16][CH:15]=[CH:14][CH:13]=2)[CH3:11])(=[O:9])=[O:8])[CH2:3]1.C1C=CC(S(N(S(C2C=CC=CC=2)(=O)=O)[F:29])(=O)=O)=CC=1, predict the reaction product. The product is: [F:29][C:10]([C:12]1[CH:17]=[CH:16][CH:15]=[CH:14][CH:13]=1)([S:7]([C:4]1[CH2:3][C:2]([CH3:1])([CH3:18])[O:6][N:5]=1)(=[O:9])=[O:8])[CH3:11].